Dataset: Peptide-MHC class II binding affinity with 134,281 pairs from IEDB. Task: Regression. Given a peptide amino acid sequence and an MHC pseudo amino acid sequence, predict their binding affinity value. This is MHC class II binding data. The peptide sequence is DRAVKLYRKLKREIT. The MHC is DRB1_0701 with pseudo-sequence DRB1_0701. The binding affinity (normalized) is 0.197.